This data is from NCI-60 drug combinations with 297,098 pairs across 59 cell lines. The task is: Regression. Given two drug SMILES strings and cell line genomic features, predict the synergy score measuring deviation from expected non-interaction effect. (1) Drug 1: C1=NC(=NC(=O)N1C2C(C(C(O2)CO)O)O)N. Drug 2: C1=CC=C(C=C1)NC(=O)CCCCCCC(=O)NO. Cell line: SF-268. Synergy scores: CSS=7.64, Synergy_ZIP=-4.73, Synergy_Bliss=-0.327, Synergy_Loewe=-4.56, Synergy_HSA=-3.26. (2) Drug 1: C1CCC(CC1)NC(=O)N(CCCl)N=O. Drug 2: CN1C2=C(C=C(C=C2)N(CCCl)CCCl)N=C1CCCC(=O)O.Cl. Cell line: OVCAR3. Synergy scores: CSS=18.8, Synergy_ZIP=-5.05, Synergy_Bliss=2.23, Synergy_Loewe=0.642, Synergy_HSA=1.22. (3) Drug 1: C1CN1C2=NC(=NC(=N2)N3CC3)N4CC4. Drug 2: C1=CC(=CC=C1CCCC(=O)O)N(CCCl)CCCl. Cell line: UACC-257. Synergy scores: CSS=14.5, Synergy_ZIP=-6.36, Synergy_Bliss=-3.76, Synergy_Loewe=-9.23, Synergy_HSA=-2.41. (4) Drug 1: CN1C(=O)N2C=NC(=C2N=N1)C(=O)N. Drug 2: CC1CCC2CC(C(=CC=CC=CC(CC(C(=O)C(C(C(=CC(C(=O)CC(OC(=O)C3CCCCN3C(=O)C(=O)C1(O2)O)C(C)CC4CCC(C(C4)OC)OP(=O)(C)C)C)C)O)OC)C)C)C)OC. Cell line: HT29. Synergy scores: CSS=17.3, Synergy_ZIP=1.57, Synergy_Bliss=4.90, Synergy_Loewe=-9.86, Synergy_HSA=1.66. (5) Drug 1: CC(C)CN1C=NC2=C1C3=CC=CC=C3N=C2N. Drug 2: COCCOC1=C(C=C2C(=C1)C(=NC=N2)NC3=CC=CC(=C3)C#C)OCCOC.Cl. Cell line: NCI-H522. Synergy scores: CSS=22.2, Synergy_ZIP=-8.17, Synergy_Bliss=-5.95, Synergy_Loewe=-1.85, Synergy_HSA=-1.52. (6) Drug 1: CC(CN1CC(=O)NC(=O)C1)N2CC(=O)NC(=O)C2. Drug 2: C1=NC(=NC(=O)N1C2C(C(C(O2)CO)O)O)N. Cell line: U251. Synergy scores: CSS=29.9, Synergy_ZIP=-5.72, Synergy_Bliss=1.16, Synergy_Loewe=2.21, Synergy_HSA=1.86. (7) Drug 1: C1=CC=C(C=C1)NC(=O)CCCCCCC(=O)NO. Drug 2: C1C(C(OC1N2C=NC3=C2NC=NCC3O)CO)O. Cell line: DU-145. Synergy scores: CSS=8.10, Synergy_ZIP=0.782, Synergy_Bliss=4.78, Synergy_Loewe=-3.79, Synergy_HSA=-2.16. (8) Synergy scores: CSS=-2.45, Synergy_ZIP=8.44, Synergy_Bliss=1.59, Synergy_Loewe=-2.94, Synergy_HSA=-3.07. Drug 1: CC1=C(C=C(C=C1)NC(=O)C2=CC=C(C=C2)CN3CCN(CC3)C)NC4=NC=CC(=N4)C5=CN=CC=C5. Cell line: UO-31. Drug 2: C(CN)CNCCSP(=O)(O)O. (9) Cell line: SNB-19. Synergy scores: CSS=8.51, Synergy_ZIP=0.152, Synergy_Bliss=3.62, Synergy_Loewe=-0.776, Synergy_HSA=-0.293. Drug 1: C1CCN(CC1)CCOC2=CC=C(C=C2)C(=O)C3=C(SC4=C3C=CC(=C4)O)C5=CC=C(C=C5)O. Drug 2: C(CCl)NC(=O)N(CCCl)N=O.